Dataset: Full USPTO retrosynthesis dataset with 1.9M reactions from patents (1976-2016). Task: Predict the reactants needed to synthesize the given product. (1) Given the product [CH3:2][N:3]([C:21](=[O:22])[C:20]1[CH:24]=[CH:25][CH:26]=[CH:27][C:19]=1[C:11](=[O:18])[C:12]1[CH:13]=[CH:14][CH:15]=[CH:16][CH:17]=1)[OH:4], predict the reactants needed to synthesize it. The reactants are: Cl.[CH3:2][NH:3][OH:4].N1C=CC=CC=1.[C:11]([C:19]1[CH:27]=[CH:26][CH:25]=[CH:24][C:20]=1[C:21](Cl)=[O:22])(=[O:18])[C:12]1[CH:17]=[CH:16][CH:15]=[CH:14][CH:13]=1. (2) Given the product [NH2:10][C:8]1[N:9]=[C:4]([CH2:2][OH:1])[CH:5]=[CH:6][CH:7]=1, predict the reactants needed to synthesize it. The reactants are: [OH:1][CH:2]([C:4]1[N:9]=[C:8]([NH:10]C(=O)C(C)(C)C)[CH:7]=[CH:6][CH:5]=1)C.Cl. (3) Given the product [O:20]=[C:8]1[C:9]2[C:14](=[N:13][C:12]([N:15]3[CH2:16][CH2:17][CH2:18][CH2:19]3)=[CH:11][CH:10]=2)[NH:5][CH:6]=[C:7]1[C:21]([OH:23])=[O:22], predict the reactants needed to synthesize it. The reactants are: C([N:5]1[C:14]2[C:9](=[CH:10][CH:11]=[C:12]([N:15]3[CH2:19][CH2:18][CH2:17][CH2:16]3)[N:13]=2)[C:8](=[O:20])[C:7]([C:21]([O:23]CC)=[O:22])=[CH:6]1)(C)(C)C.